Dataset: Full USPTO retrosynthesis dataset with 1.9M reactions from patents (1976-2016). Task: Predict the reactants needed to synthesize the given product. (1) Given the product [C:1]([C:3]1[CH:4]=[C:5]([C:10]([NH2:13])=[CH:11][CH:12]=1)[C:6]([O:8][CH3:9])=[O:7])([C:17]1[CH:18]=[C:19]([C:24]([NH2:27])=[CH:25][CH:26]=1)[C:20]([O:22][CH3:23])=[O:21])=[O:2], predict the reactants needed to synthesize it. The reactants are: [C:1]([C:17]1[CH:18]=[C:19]([C:24]([NH:27]C(=O)C)=[CH:25][CH:26]=1)[C:20]([O:22][CH3:23])=[O:21])([C:3]1[CH:4]=[C:5]([C:10]([NH:13]C(=O)C)=[CH:11][CH:12]=1)[C:6]([O:8][CH3:9])=[O:7])=[O:2].Cl. (2) Given the product [C:4]([C:8]1[O:12][N:11]=[C:10]([NH:13][C:14](=[O:38])[NH:15][C:16]2[CH:17]=[CH:18][C:19]([NH:22][C:23](=[O:37])[C:24]3[CH:29]=[CH:28][C:27]([O:30][CH:31]4[CH2:32][CH2:33][N:34]([CH:35]5[CH2:42][O:39][CH2:40]5)[CH2:36]4)=[CH:26][N:25]=3)=[CH:20][CH:21]=2)[CH:9]=1)([CH3:3])([CH3:7])[CH3:5], predict the reactants needed to synthesize it. The reactants are: Cl.F[CH2:3][C:4]([C:8]1[O:12][N:11]=[C:10]([NH:13][C:14](=[O:38])[NH:15][C:16]2[CH:21]=[CH:20][C:19]([NH:22][C:23](=[O:37])[C:24]3[CH:29]=[CH:28][C:27]([O:30][CH:31]4[CH2:36][CH2:35][NH:34][CH2:33][CH2:32]4)=[CH:26][N:25]=3)=[CH:18][CH:17]=2)[CH:9]=1)([CH3:7])[CH2:5]F.[O:39]1[CH2:42]C(=O)[CH2:40]1. (3) Given the product [ClH:39].[OH:1][NH:2][C:3](=[O:38])[CH2:4][C:5]1([C:22]2[S:23][C:24]([C:27]3[CH:32]=[CH:31][C:30]([C:33]4[O:37][CH:36]=[N:35][CH:34]=4)=[CH:29][CH:28]=3)=[CH:25][CH:26]=2)[S:11](=[O:13])(=[O:12])[CH2:10][CH2:9][N:8]([C:14]([C:16]2[CH:21]=[CH:20][CH:19]=[CH:18][N:17]=2)=[O:15])[CH2:7][CH2:6]1, predict the reactants needed to synthesize it. The reactants are: [OH:1][NH:2][C:3](=[O:38])[CH2:4][C@@:5]1([C:22]2[S:23][C:24]([C:27]3[CH:32]=[CH:31][C:30]([C:33]4[O:37][CH:36]=[N:35][CH:34]=4)=[CH:29][CH:28]=3)=[CH:25][CH:26]=2)[S:11](=[O:13])(=[O:12])[CH2:10][CH2:9][N:8]([C:14]([C:16]2[CH:21]=[CH:20][CH:19]=[CH:18][N:17]=2)=[O:15])[CH2:7][CH2:6]1.[ClH:39].CO. (4) Given the product [O:28]1[C:29]2[CH:35]=[CH:34][CH:33]=[CH:32][C:30]=2[N:31]=[C:27]1[C@@H:23]1[CH2:24][CH2:25][CH2:26][N:22]1[C:14]([C@H:13]([CH2:17][CH2:18][CH2:19][CH2:20][CH3:21])[CH2:12][N:9]([OH:8])[CH:10]=[O:11])=[O:15], predict the reactants needed to synthesize it. The reactants are: C([O:8][N:9]([CH2:12][C@@H:13]([CH2:17][CH2:18][CH2:19][CH2:20][CH3:21])[C:14](O)=[O:15])[CH:10]=[O:11])C1C=CC=CC=1.[NH:22]1[CH2:26][CH2:25][CH2:24][C@H:23]1[C:27]1[O:28][C:29]2[CH:35]=[CH:34][CH:33]=[CH:32][C:30]=2[N:31]=1. (5) Given the product [CH3:1][C:2]1[CH:7]=[C:6]([C:8]2[CH:13]=[CH:12][C:11]([CH2:14][C:15]([NH:17][C:18]3[N:19]=[CH:20][C:21]([N:24]4[CH2:29][CH2:28][N:27]([C:40]([O:42][CH3:43])=[O:41])[CH2:26][CH2:25]4)=[CH:22][CH:23]=3)=[O:16])=[CH:10][CH:9]=2)[CH:5]=[CH:4][N:3]=1, predict the reactants needed to synthesize it. The reactants are: [CH3:1][C:2]1[CH:7]=[C:6]([C:8]2[CH:13]=[CH:12][C:11]([CH2:14][C:15]([NH:17][C:18]3[CH:23]=[CH:22][C:21]([N:24]4[CH2:29][CH2:28][NH:27][CH2:26][CH2:25]4)=[CH:20][N:19]=3)=[O:16])=[CH:10][CH:9]=2)[CH:5]=[CH:4][N:3]=1.CCN(C(C)C)C(C)C.Cl[C:40]([O:42][CH3:43])=[O:41]. (6) Given the product [F:13][C:12]1[C:6]2[CH2:5][O:4][CH:3]([CH2:2][N:18]3[CH2:22][CH2:21][CH2:20][CH2:19]3)[O:8][C:7]=2[CH:9]=[C:10]([S:14]([CH3:17])(=[O:16])=[O:15])[CH:11]=1, predict the reactants needed to synthesize it. The reactants are: Br[CH2:2][CH:3]1[O:8][C:7]2[CH:9]=[C:10]([S:14]([CH3:17])(=[O:16])=[O:15])[CH:11]=[C:12]([F:13])[C:6]=2[CH2:5][O:4]1.[NH:18]1[CH2:22][CH2:21][CH2:20][CH2:19]1. (7) Given the product [Br:1][C:2]1[CH:7]=[CH:6][C:5]([O:8][CH:9]2[CH2:12][CH2:10]2)=[CH:4][CH:3]=1, predict the reactants needed to synthesize it. The reactants are: [Br:1][C:2]1[CH:7]=[CH:6][C:5]([O:8][CH:9]=[CH2:10])=[CH:4][CH:3]=1.Cl[CH2:12]I.ClC(Cl)C.C([Zn]CC)C. (8) Given the product [NH2:1][C:2]1[C:11]2[CH:10]=[CH:9][CH:8]=[C:7]([C:27]3[CH:26]=[CH:25][CH:24]=[C:23]([O:22][CH3:21])[N:28]=3)[C:6]=2[N:5]=[C:4]2[CH2:13][N:14]([CH:17]3[CH2:20][CH2:19][CH2:18]3)[C:15](=[O:16])[C:3]=12, predict the reactants needed to synthesize it. The reactants are: [NH2:1][C:2]1[C:11]2[CH:10]=[CH:9][CH:8]=[C:7](Br)[C:6]=2[N:5]=[C:4]2[CH2:13][N:14]([CH:17]3[CH2:20][CH2:19][CH2:18]3)[C:15](=[O:16])[C:3]=12.[CH3:21][O:22][C:23]1[N:28]=[C:27]([Sn](CCCC)(CCCC)CCCC)[CH:26]=[CH:25][CH:24]=1.